From a dataset of Full USPTO retrosynthesis dataset with 1.9M reactions from patents (1976-2016). Predict the reactants needed to synthesize the given product. (1) Given the product [C:23]([O:27][C:28]([NH:30][CH:31]1[CH2:36][CH2:35][CH2:34][N:33]([C:8]([N:7]([CH2:6][C:4]([O:3][CH2:1][CH3:2])=[O:5])[CH2:19][C:20]#[C:21][CH3:22])=[N:16][C:17]#[N:18])[CH2:32]1)=[O:29])([CH3:26])([CH3:24])[CH3:25], predict the reactants needed to synthesize it. The reactants are: [CH2:1]([O:3][C:4]([CH2:6][N:7]([CH2:19][C:20]#[C:21][CH3:22])[C:8](=[N:16][C:17]#[N:18])OC1C=CC=CC=1)=[O:5])[CH3:2].[C:23]([O:27][C:28]([NH:30][CH:31]1[CH2:36][CH2:35][CH2:34][NH:33][CH2:32]1)=[O:29])([CH3:26])([CH3:25])[CH3:24].C(=O)([O-])[O-].[K+].[K+].O. (2) Given the product [Cl:14][C:15]1[CH:16]=[CH:17][CH:18]=[C:19]2[C:24]=1[N:23]([CH3:25])[N:22]([C:11]([C:9]1[CH:10]=[C:5]3[N:4]=[CH:3][C:2]([Cl:1])=[CH:7][N:6]3[N:8]=1)=[O:13])[CH2:21][CH2:20]2, predict the reactants needed to synthesize it. The reactants are: [Cl:1][C:2]1[CH:3]=[N:4][C:5]2[N:6]([N:8]=[C:9]([C:11]([OH:13])=O)[CH:10]=2)[CH:7]=1.[Cl:14][C:15]1[CH:16]=[CH:17][CH:18]=[C:19]2[C:24]=1[N:23]([CH3:25])[NH:22][CH2:21][CH2:20]2. (3) Given the product [CH3:1][N:2]1[C:3](=[O:35])[C:4]2[NH:34][CH:33]=[C:32]3[CH2:38][N:19]([CH2:20][C:21]4[CH:31]=[CH:30][CH:29]=[CH:28][C:22]=4[O:23][CH2:24][C:25]([NH2:27])=[O:26])[C:9]4[CH:10]=[CH:11][C:12]([CH2:14][S:15]([CH3:18])(=[O:17])=[O:16])=[CH:13][C:8]=4[C:6]([C:5]=23)=[CH:7]1, predict the reactants needed to synthesize it. The reactants are: [CH3:1][N:2]1[CH:7]=[C:6]([C:8]2[CH:13]=[C:12]([CH2:14][S:15]([CH3:18])(=[O:17])=[O:16])[CH:11]=[CH:10][C:9]=2[NH:19][CH2:20][C:21]2[CH:31]=[CH:30][CH:29]=[CH:28][C:22]=2[O:23][CH2:24][C:25]([NH2:27])=[O:26])[C:5]2[CH:32]=[CH:33][NH:34][C:4]=2[C:3]1=[O:35].C=O.[C:38](=O)(O)[O-].[Na+].C(OCC)(=O)C. (4) Given the product [CH3:18][O:17][C:13]1[CH:12]=[C:11]([C:6]2[C:7]3[CH2:8][CH2:9][N:25]([CH2:26][CH2:27][CH2:28][OH:29])[C:2]=3[N:3]=[C:4]([N:19]3[CH2:24][CH2:23][O:22][CH2:21][CH2:20]3)[N:5]=2)[CH:16]=[CH:15][CH:14]=1, predict the reactants needed to synthesize it. The reactants are: Cl[C:2]1[C:7]([CH2:8][CH2:9]Cl)=[C:6]([C:11]2[CH:16]=[CH:15][CH:14]=[C:13]([O:17][CH3:18])[CH:12]=2)[N:5]=[C:4]([N:19]2[CH2:24][CH2:23][O:22][CH2:21][CH2:20]2)[N:3]=1.[NH2:25][CH2:26][CH2:27][CH2:28][OH:29]. (5) Given the product [NH2:16][C:12]1[CH:11]=[C:10]2[C:4]3([CH2:5][CH2:6][O:7][CH2:8][CH2:9]3)[C:3](=[O:19])[N:2]([CH3:1])[C:15]2=[CH:14][CH:13]=1, predict the reactants needed to synthesize it. The reactants are: [CH3:1][N:2]1[C:15]2[C:10](=[CH:11][C:12]([N+:16]([O-])=O)=[CH:13][CH:14]=2)[C:4]2([CH2:9][CH2:8][O:7][CH2:6][CH2:5]2)[C:3]1=[O:19].O.O.[Sn](Cl)Cl.[OH-].[Na+]. (6) Given the product [NH2:21][C:20]1[C:10]2[C:9]([C:3]3[C:2]([F:1])=[CH:7][CH:6]=[CH:5][C:4]=3[F:8])=[N:14][C:13]([NH:15][CH:16]3[CH2:18][CH2:17]3)=[N:12][C:11]=2[S:22][C:23]=1[C:24]([NH2:26])=[O:25], predict the reactants needed to synthesize it. The reactants are: [F:1][C:2]1[CH:7]=[CH:6][CH:5]=[C:4]([F:8])[C:3]=1[C:9]1[N:14]=[C:13]([NH:15][CH:16]2[CH2:18][CH2:17]2)[N:12]=[C:11](Cl)[C:10]=1[C:20]#[N:21].[SH:22][CH2:23][C:24]([NH2:26])=[O:25].C([O-])([O-])=O.[Na+].[Na+].CC[O-].[Na+]. (7) The reactants are: [F:1][C:2]1[CH:3]=[C:4]([OH:9])[CH:5]=[CH:6][C:7]=1[CH3:8].[Br:10]Br. Given the product [Br:10][C:3]1[C:2]([F:1])=[C:7]([CH3:8])[CH:6]=[CH:5][C:4]=1[OH:9], predict the reactants needed to synthesize it. (8) Given the product [CH3:35][C@H:36]1[N:37]([C:54]2[CH:59]=[CH:58][C:57]([C:60]([F:61])([F:62])[F:63])=[CH:56][N:55]=2)[CH2:38][CH2:39][N:40]([CH2:42][C:43]2[C:44]([C:48]3[CH2:49][CH2:50][N:51]([CH:1]=[O:3])[CH2:52][CH:53]=3)=[N:45][NH:46][CH:47]=2)[CH2:41]1, predict the reactants needed to synthesize it. The reactants are: [CH:1]([OH:3])=O.C(N(CC)CC)C.CN(C(ON1N=NC2C=CC=NC1=2)=[N+](C)C)C.F[P-](F)(F)(F)(F)F.[CH3:35][C@@H:36]1[CH2:41][N:40]([CH2:42][C:43]2[C:44]([C:48]3[CH2:49][CH2:50][NH:51][CH2:52][CH:53]=3)=[N:45][NH:46][CH:47]=2)[CH2:39][CH2:38][N:37]1[C:54]1[CH:59]=[CH:58][C:57]([C:60]([F:63])([F:62])[F:61])=[CH:56][N:55]=1. (9) Given the product [ClH:20].[OH:1][CH2:2][CH2:3][N:4]1[CH2:9][CH2:8][O:7][CH2:6][CH:5]1[CH2:10][CH2:11][CH2:12][CH:13]([CH2:14][CH2:15][CH3:16])[CH2:17][CH2:18][CH3:19], predict the reactants needed to synthesize it. The reactants are: [OH:1][CH2:2][CH2:3][N:4]1[CH2:9][CH2:8][O:7][CH2:6][CH:5]1[CH2:10][CH2:11][CH2:12][CH:13]([CH2:17][CH2:18][CH3:19])[CH2:14][CH2:15][CH3:16].[ClH:20]. (10) Given the product [Br:1][C:2]1[CH:11]=[C:10]2[C:5](=[CH:4][CH:3]=1)[C:6]([CH3:20])([CH3:21])[CH2:7][C:8]1[CH2:13][CH2:14][C:15](=[O:17])[CH2:16][C:9]2=1, predict the reactants needed to synthesize it. The reactants are: [Br:1][C:2]1[CH:11]=[C:10]2[C:5]([C:6]([CH3:21])([CH3:20])[CH2:7][C:8](C=O)([CH2:13][CH2:14][C:15](=[O:17])[CH3:16])[C:9]2=O)=[CH:4][CH:3]=1.O.[OH-].[Li+].